Dataset: Experimental lipophilicity measurements (octanol/water distribution) for 4,200 compounds from AstraZeneca. Task: Regression/Classification. Given a drug SMILES string, predict its absorption, distribution, metabolism, or excretion properties. Task type varies by dataset: regression for continuous measurements (e.g., permeability, clearance, half-life) or binary classification for categorical outcomes (e.g., BBB penetration, CYP inhibition). For this dataset (lipophilicity_astrazeneca), we predict Y. (1) The drug is CNCc1ccc(-c2[nH]c3cc(F)cc4c3c2CCNC4=O)cc1. The Y is 1.17 logD. (2) The compound is COc1ccc([C@]2(C#N)CC[C@@H](C(=O)O)CC2)cc1OC1CCCC1. The Y is 0.760 logD. (3) The compound is CN(C)CCNS(=O)(=O)c1ccc(Nc2nccc(-c3cnc4ccccn34)n2)cc1. The Y is 2.70 logD. (4) The drug is Cc1nc(N)c2nc(O)n(Cc3ccccc3)c2n1. The Y is 2.04 logD. (5) The drug is O=C(NC1CCCCC1)c1cccnc1Sc1ccccc1. The Y is 3.01 logD. (6) The molecule is N#Cc1cc(S(=O)(=O)NCC(c2ccccc2)N2CCCCCC2)ccc1F. The Y is 2.71 logD. (7) The drug is CCN(C(=O)Cc1ccc(S(C)(=O)=O)cc1)C1CCN(Cc2ccc(C(F)(F)F)cc2)CC1. The Y is 2.90 logD.